From a dataset of Catalyst prediction with 721,799 reactions and 888 catalyst types from USPTO. Predict which catalyst facilitates the given reaction. (1) Reactant: [CH3:1]C([O-])(C)C.[K+].[I-].C[P+](C1C=CC=CC=1)(C1C=CC=CC=1)C1C=CC=CC=1.[F:28][C:29]([F:40])([F:39])[O:30][C:31]1[CH:38]=[CH:37][C:34]([CH:35]=O)=[CH:33][CH:32]=1.O. Product: [F:28][C:29]([O:30][C:31]1[CH:38]=[CH:37][C:34]([CH:35]=[CH2:1])=[CH:33][CH:32]=1)([F:40])[F:39]. The catalyst class is: 7. (2) Reactant: [Cl:1][C:2]1[N:6]2[C:7]3[CH:28]=[CH:27][C:26]([Cl:29])=[CH:25][C:8]=3[C@@H:9]([C:15]3[CH:20]=[CH:19][CH:18]=[C:17]([O:21][CH3:22])[C:16]=3[O:23][CH3:24])[S:10][C@H:11]([CH2:12][CH2:13]O)[C:5]2=[N:4][C:3]=1[Cl:30].C1(P(C2C=CC=CC=2)C2C=CC=CC=2)C=CC=CC=1.[N:50]1[NH:51][N:52]=[N:53][C:54]=1[CH2:55][C:56]([O:58][CH2:59][CH3:60])=[O:57].C1(C)C=CC=CC=1. Product: [Cl:1][C:2]1[N:6]2[C:7]3[CH:28]=[CH:27][C:26]([Cl:29])=[CH:25][C:8]=3[C@@H:9]([C:15]3[CH:20]=[CH:19][CH:18]=[C:17]([O:21][CH3:22])[C:16]=3[O:23][CH3:24])[S:10][C@H:11]([CH2:12][CH2:13][N:51]3[N:52]=[N:53][C:54]([CH2:55][C:56]([O:58][CH2:59][CH3:60])=[O:57])=[N:50]3)[C:5]2=[N:4][C:3]=1[Cl:30]. The catalyst class is: 7. (3) Reactant: [H-].[H-].[H-].[H-].[Li+].[Al+3].[CH3:7][CH:8]([C@H:10]1[CH2:15][N:14]([CH2:16][C:17]2[CH:22]=[CH:21][CH:20]=[CH:19][CH:18]=2)[C:13](=O)[C:12](=O)[NH:11]1)[CH3:9]. Product: [CH3:9][CH:8]([C@@H:10]1[NH:11][CH2:12][CH2:13][N:14]([CH2:16][C:17]2[CH:22]=[CH:21][CH:20]=[CH:19][CH:18]=2)[CH2:15]1)[CH3:7]. The catalyst class is: 1. (4) Reactant: [CH:1]1([CH2:4][N:5]2[C:9]3[CH:10]=[CH:11][C:12]([C:18]4[CH:31]=[CH:30][C:21]([CH2:22][NH:23][CH2:24][C:25]([O:27][CH2:28][CH3:29])=[O:26])=[CH:20][CH:19]=4)=[C:13]([C:14]([F:17])([F:16])[F:15])[C:8]=3[N:7]=[N:6]2)[CH2:3][CH2:2]1.Cl.[O-:33][C:34]#[N:35].[K+].C(=O)(O)[O-].[Na+]. Product: [C:34]([N:23]([CH2:22][C:21]1[CH:30]=[CH:31][C:18]([C:12]2[CH:11]=[CH:10][C:9]3[N:5]([CH2:4][CH:1]4[CH2:2][CH2:3]4)[N:6]=[N:7][C:8]=3[C:13]=2[C:14]([F:15])([F:16])[F:17])=[CH:19][CH:20]=1)[CH2:24][C:25]([O:27][CH2:28][CH3:29])=[O:26])(=[O:33])[NH2:35]. The catalyst class is: 229. (5) The catalyst class is: 72. Product: [F:26][C:27]1[CH:28]=[CH:29][C:30]([N:33]2[C:37]([C:38]([OH:40])=[O:39])=[CH:36][N:35]=[CH:34]2)=[CH:31][CH:32]=1. Reactant: CN1C=C(CN(C)C(C2N(C3C=CC(F)=CC=3)C(S)=NC=2)=O)C(C)=N1.[F:26][C:27]1[CH:32]=[CH:31][C:30]([N:33]2[C:37]([C:38]([O:40]CC)=[O:39])=[CH:36][N:35]=[CH:34]2)=[CH:29][CH:28]=1.[OH-].[Li+].C1COCC1.